This data is from Reaction yield outcomes from USPTO patents with 853,638 reactions. The task is: Predict the reaction yield, written as a fraction of the theoretical maximum amount of product (1.0 means a 100% yield; for example, 0.34 means a 34% yield). (1) The reactants are Br[C:2]1[CH:7]=[CH:6][C:5]([CH3:8])=[CH:4][N:3]=1.[O-]P([O-])([O-])=O.[K+].[K+].[K+].[CH3:17][O:18][C:19](=[O:38])[C:20]1[CH:25]=[C:24](B2OC(C)(C)C(C)(C)O2)[CH:23]=[C:22]([N+:35]([O-:37])=[O:36])[CH:21]=1. The catalyst is COCCOC.O.C1C=CC([P]([Pd]([P](C2C=CC=CC=2)(C2C=CC=CC=2)C2C=CC=CC=2)([P](C2C=CC=CC=2)(C2C=CC=CC=2)C2C=CC=CC=2)[P](C2C=CC=CC=2)(C2C=CC=CC=2)C2C=CC=CC=2)(C2C=CC=CC=2)C2C=CC=CC=2)=CC=1. The product is [CH3:17][O:18][C:19](=[O:38])[C:20]1[CH:21]=[C:22]([N+:35]([O-:37])=[O:36])[CH:23]=[C:24]([C:2]2[CH:7]=[CH:6][C:5]([CH3:8])=[CH:4][N:3]=2)[CH:25]=1. The yield is 0.400. (2) The reactants are C([O:4][P:5]([CH2:11][O:12][CH2:13][C:14]([CH2:37][CH3:38])=[CH:15][CH2:16][C:17]1[C:18]([O:30]CC[Si](C)(C)C)=[C:19]2[C:23](=[C:24]([CH3:28])[C:25]=1[O:26][CH3:27])[CH2:22][O:21][C:20]2=[O:29])(=[O:10])[O:6]C(C)C)(C)C.N1C(C)=CC=CC=1C.Br[Si](C)(C)C. The catalyst is C(#N)C. The product is [CH2:37]([C:14](=[CH:15][CH2:16][C:17]1[C:18]([OH:30])=[C:19]2[C:23](=[C:24]([CH3:28])[C:25]=1[O:26][CH3:27])[CH2:22][O:21][C:20]2=[O:29])[CH2:13][O:12][CH2:11][P:5](=[O:4])([OH:6])[OH:10])[CH3:38]. The yield is 0.700. (3) The reactants are [CH3:1][C:2]1[N:3]=[CH:4][O:5][C:6]=1[C:7]#[N:8].[CH2:9]([Mg]Br)[CH3:10].B(F)(F)F.[OH-].[Na+]. The catalyst is C1COCC1.CC(C)[O-].[Ti+4].CC(C)[O-].CC(C)[O-].CC(C)[O-]. The product is [CH3:1][C:2]1[N:3]=[CH:4][O:5][C:6]=1[C:7]1([NH2:8])[CH2:10][CH2:9]1. The yield is 0.780. (4) The reactants are [CH:1]1([C:4]([N:6]2[CH2:11][CH2:10][N:9]([C:12]([C:14]3[CH:21]=[CH:20][C:17](C=O)=[CH:16][CH:15]=3)=[O:13])[CH2:8][CH2:7]2)=[O:5])[CH2:3][CH2:2]1.[CH2:22]([O:24][CH:25]([O:44][CH2:45][CH3:46])[C:26]1[CH:43]=[CH:42][C:29]([CH:30]=[N:31][C:32]2[CH:40]=[CH:39][CH:38]=[C:37]3[C:33]=2[CH2:34][O:35][C:36]3=[O:41])=[CH:28][CH:27]=1)[CH3:23].[CH3:47][O-:48].[Na+].[CH3:50]O. The catalyst is C(OCC)(=O)CC. The product is [CH:1]1([C:4]([N:6]2[CH2:11][CH2:10][N:9]([C:12]([C:14]3[CH:21]=[CH:20][C:17]([CH:50]4[C:47](=[O:48])[C:33]5[C:37]([C:36]([O:35][CH3:34])=[O:41])=[CH:38][CH:39]=[CH:40][C:32]=5[NH:31][CH:30]4[C:29]4[CH:28]=[CH:27][C:26]([CH:25]([O:44][CH2:45][CH3:46])[O:24][CH2:22][CH3:23])=[CH:43][CH:42]=4)=[CH:16][CH:15]=3)=[O:13])[CH2:8][CH2:7]2)=[O:5])[CH2:2][CH2:3]1. The yield is 0.260. (5) The reactants are O[C:2]1[N:3]=C[C:5](C(O)=O)=[N:6][CH:7]=1.S(Cl)([Cl:13])=O.CN(C=O)C.N1C=CC=CC=1.[C:26]([O:29][CH2:30]C)(=[O:28])[CH3:27].CCCCCC. No catalyst specified. The product is [CH3:30][O:29][C:26]([C:27]1[CH:5]=[N:6][C:7]([Cl:13])=[CH:2][N:3]=1)=[O:28]. The yield is 0.910. (6) The reactants are [C:1]([C:4]1[CH:5]=[C:6]2[C:10](=[CH:11][CH:12]=1)[NH:9][C:8](=[O:13])[CH2:7]2)(=[O:3])[CH3:2].[CH3:14][C:15]1[C:23]2[C:18](=[CH:19][CH:20]=[CH:21][CH:22]=2)[NH:17][C:16]=1[CH:24]=O.N1CCCCC1. The catalyst is C(O)C. The product is [C:1]([C:4]1[CH:5]=[C:6]2[C:10](=[CH:11][CH:12]=1)[NH:9][C:8](=[O:13])[C:7]2=[CH:24][C:16]1[NH:17][C:18]2[C:23]([C:15]=1[CH3:14])=[CH:22][CH:21]=[CH:20][CH:19]=2)(=[O:3])[CH3:2]. The yield is 0.750. (7) The product is [F:35][C:36]([F:50])([F:49])[C:37]1[CH:38]=[C:39]([CH:42]=[C:43]([C:45]([F:48])([F:47])[F:46])[CH:44]=1)[CH2:40][N:2]([CH3:1])[C:3](=[O:24])[C:4]1[C:9]([C:10]2[CH:15]=[CH:14][CH:13]=[CH:12][C:11]=2[CH3:16])=[CH:8][C:7]([N:17]2[CH2:22][CH2:21][N:20]([CH3:23])[CH2:19][CH2:18]2)=[N:6][CH:5]=1. The catalyst is C1COCC1. The yield is 0.841. The reactants are [CH3:1][NH:2][C:3](=[O:24])[C:4]1[C:9]([C:10]2[CH:15]=[CH:14][CH:13]=[CH:12][C:11]=2[CH3:16])=[CH:8][C:7]([N:17]2[CH2:22][CH2:21][N:20]([CH3:23])[CH2:19][CH2:18]2)=[N:6][CH:5]=1.C[Si]([N-][Si](C)(C)C)(C)C.[K+].[F:35][C:36]([F:50])([F:49])[C:37]1[CH:38]=[C:39]([CH:42]=[C:43]([C:45]([F:48])([F:47])[F:46])[CH:44]=1)[CH2:40]Br.O.